Dataset: Catalyst prediction with 721,799 reactions and 888 catalyst types from USPTO. Task: Predict which catalyst facilitates the given reaction. (1) Reactant: [CH2:1]([OH:13])[CH2:2][O:3][CH2:4][CH2:5][O:6][CH2:7][CH2:8][O:9][CH2:10][CH2:11][OH:12].C(N(CC)CC)C.[C:21]1([C:27](Cl)([C:34]2[CH:39]=[CH:38][CH:37]=[CH:36][CH:35]=2)[C:28]2[CH:33]=[CH:32][CH:31]=[CH:30][CH:29]=2)[CH:26]=[CH:25][CH:24]=[CH:23][CH:22]=1. Product: [C:21]1([C:27]([C:28]2[CH:29]=[CH:30][CH:31]=[CH:32][CH:33]=2)([C:34]2[CH:35]=[CH:36][CH:37]=[CH:38][CH:39]=2)[O:12][CH2:11][CH2:10][O:9][CH2:8][CH2:7][O:6][CH2:5][CH2:4][O:3][CH2:2][CH2:1][OH:13])[CH:22]=[CH:23][CH:24]=[CH:25][CH:26]=1. The catalyst class is: 4. (2) Reactant: N[C:2]1[CH:11]=[C:10]2[C:5]([CH2:6][CH2:7][CH2:8][C:9]2=[O:12])=[CH:4][C:3]=1[O:13][CH3:14].N([O-])=[O:16].[Na+].NC(N)=O.S(=O)(=O)(O)[O-].C1([N+]#N)C=CC=CC=1. Product: [OH:16][C:2]1[CH:11]=[C:10]2[C:5]([CH2:6][CH2:7][CH2:8][C:9]2=[O:12])=[CH:4][C:3]=1[O:13][CH3:14]. The catalyst class is: 445. (3) Reactant: C(OC([NH:8][C@@H:9]1[CH2:14][C@H:13]2[CH2:15][C@@H:10]1[CH2:11][N:12]2[C:16]1[C:28]2[C:27]3[C:22](=[C:23]([N:31](C)[C:32](=O)OC(C)(C)C)[CH:24]=[C:25]([F:30])[C:26]=3[F:29])[NH:21][C:20]=2[N:19]=[C:18]([O:40][C:41]2[CH:42]=[N:43][C:44]([C@H:47]([O:49][P:50]([O:56]C(C)C)([O:52]C(C)C)=[O:51])[CH3:48])=[N:45][CH:46]=2)[N:17]=1)=O)(C)(C)C. Product: [P:50]([OH:52])([OH:56])([O:49][C@@H:47]([C:44]1[N:45]=[CH:46][C:41]([O:40][C:18]2[N:17]=[C:16]([N:12]3[CH2:11][C@H:10]4[CH2:15][C@@H:13]3[CH2:14][C@H:9]4[NH2:8])[C:28]3[C:27]4[C:22](=[C:23]([NH:31][CH3:32])[CH:24]=[C:25]([F:30])[C:26]=4[F:29])[NH:21][C:20]=3[N:19]=2)=[CH:42][N:43]=1)[CH3:48])=[O:51]. The catalyst class is: 55. (4) Reactant: [Br:1][CH:2]([Br:12])[CH2:3][CH2:4][CH2:5][CH2:6][CH2:7][CH2:8][CH2:9][CH2:10][CH3:11].[CH3:13][N:14]1[CH:18]=[CH:17][N:16]=[CH:15]1. Product: [BrH:1].[Br:12][CH2:2][CH2:3][CH2:4][CH2:5][CH2:6][CH2:7][CH2:8][CH2:9][CH2:10][CH2:11][C:15]1[NH:16][CH:17]=[CH:18][N+:14]=1[CH3:13]. The catalyst class is: 21. (5) Reactant: [NH2:1][C:2]1[S:3][C:4]([CH2:14][CH2:15][C:16]([NH:18][C:19]2[CH:24]=[CH:23][C:22]([CH2:25][P:26]([O:31][CH2:32][CH3:33])([O:28][CH2:29][CH3:30])=[O:27])=[CH:21][CH:20]=2)=[O:17])=[C:5]([C:7]2[CH:12]=[CH:11][C:10]([Cl:13])=[CH:9][CH:8]=2)[N:6]=1.[N:34]1[CH:39]=[CH:38][CH:37]=[CH:36][C:35]=1[C:40](O)=[O:41].ON1C2C=CC=CC=2N=N1.Cl.C(N=C=NCCCN(C)C)C. Product: [Cl:13][C:10]1[CH:9]=[CH:8][C:7]([C:5]2[N:6]=[C:2]([NH:1][C:40]([C:35]3[CH:36]=[CH:37][CH:38]=[CH:39][N:34]=3)=[O:41])[S:3][C:4]=2[CH2:14][CH2:15][C:16]([NH:18][C:19]2[CH:24]=[CH:23][C:22]([CH2:25][P:26]([O:28][CH2:29][CH3:30])([O:31][CH2:32][CH3:33])=[O:27])=[CH:21][CH:20]=2)=[O:17])=[CH:12][CH:11]=1. The catalyst class is: 145. (6) Reactant: [Br:1][C:2]1[C:9]([CH3:10])=[CH:8][CH:7]=[CH:6][C:3]=1[CH:4]=O.[N:11]1([C:17]([O:19][C:20]([CH3:23])([CH3:22])[CH3:21])=[O:18])[CH2:16][CH2:15][NH:14][CH2:13][CH2:12]1.ClCCCl.[BH-](OC(C)=O)(OC(C)=O)OC(C)=O.[Na+]. Product: [Br:1][C:2]1[C:9]([CH3:10])=[CH:8][CH:7]=[CH:6][C:3]=1[CH2:4][N:14]1[CH2:13][CH2:12][N:11]([C:17]([O:19][C:20]([CH3:23])([CH3:22])[CH3:21])=[O:18])[CH2:16][CH2:15]1. The catalyst class is: 6.